This data is from Full USPTO retrosynthesis dataset with 1.9M reactions from patents (1976-2016). The task is: Predict the reactants needed to synthesize the given product. (1) Given the product [CH3:1][NH:8][C@H:9]1[CH2:14][CH2:13][CH2:12][C@@H:11]([O:15][C:16]2[C:17]([CH3:25])=[C:18]3[C:22](=[CH:23][CH:24]=2)[NH:21][N:20]=[CH:19]3)[CH2:10]1, predict the reactants needed to synthesize it. The reactants are: [CH2:1]([N:8](C)[C@H:9]1[CH2:14][CH2:13][CH2:12][C@@H:11]([O:15][C:16]2[C:17]([CH3:25])=[C:18]3[C:22](=[CH:23][CH:24]=2)[NH:21][N:20]=[CH:19]3)[CH2:10]1)C1C=CC=CC=1.C([O-])=O.[NH4+]. (2) Given the product [CH2:19]([O:21][C:22]([C:23]1[C:24](=[O:25])[N:15]2[N:14]=[C:13]([C:11](=[O:12])[NH:10][CH2:9][CH2:8][C:5]3[CH:6]=[CH:7][C:2]([Cl:1])=[CH:3][CH:4]=3)[CH:17]=[C:16]2[NH:18][CH:29]=1)=[O:33])[CH3:20], predict the reactants needed to synthesize it. The reactants are: [Cl:1][C:2]1[CH:7]=[CH:6][C:5]([CH2:8][CH2:9][NH:10][C:11]([C:13]2[CH:17]=[C:16]([NH2:18])[NH:15][N:14]=2)=[O:12])=[CH:4][CH:3]=1.[CH2:19]([O:21][C:22](=[O:33])[C:23](=[CH:29]OCC)[C:24](OCC)=[O:25])[CH3:20]. (3) Given the product [SH:7][C@@H:8]1[CH2:12][N:11]([CH3:13])[C@H:10]([C:14]([N:16]2[CH2:20][CH2:19][C@H:18]([NH:21][C:22](=[O:41])[CH2:23][NH:24][C:25]([NH:27][C:28]([O:30][CH2:31][C:32]3[CH:33]=[CH:34][C:35]([N+:38]([O-:40])=[O:39])=[CH:36][CH:37]=3)=[O:29])=[NH:26])[CH2:17]2)=[O:15])[CH2:9]1, predict the reactants needed to synthesize it. The reactants are: C[O-].[Na+].C([S:7][C@@H:8]1[CH2:12][N:11]([CH3:13])[C@H:10]([C:14]([N:16]2[CH2:20][CH2:19][C@H:18]([NH:21][C:22](=[O:41])[CH2:23][NH:24][C:25]([NH:27][C:28]([O:30][CH2:31][C:32]3[CH:37]=[CH:36][C:35]([N+:38]([O-:40])=[O:39])=[CH:34][CH:33]=3)=[O:29])=[NH:26])[CH2:17]2)=[O:15])[CH2:9]1)(=O)C.Cl. (4) Given the product [CH3:37][C:38]1[C:39]([N:53]2[C:62](=[O:63])[C:61]3[C:56](=[CH:57][CH:58]=[CH:59][CH:60]=3)[N:55]=[CH:54]2)=[CH:40][CH:41]=[CH:42][C:43]=1[C:2]1[CH:10]=[CH:9][C:8]([C:11]([NH2:13])=[O:12])=[C:7]2[C:3]=1[C:4]1[CH2:17][N:16]([C:18]([C:19]3[CH:24]=[CH:23][CH:22]=[CH:21][CH:20]=3)([C:25]3[CH:30]=[CH:29][CH:28]=[CH:27][CH:26]=3)[C:31]3[CH:36]=[CH:35][CH:34]=[CH:33][CH:32]=3)[CH2:15][CH2:14][C:5]=1[NH:6]2, predict the reactants needed to synthesize it. The reactants are: Br[C:2]1[CH:10]=[CH:9][C:8]([C:11]([NH2:13])=[O:12])=[C:7]2[C:3]=1[C:4]1[CH2:17][N:16]([C:18]([C:31]3[CH:36]=[CH:35][CH:34]=[CH:33][CH:32]=3)([C:25]3[CH:30]=[CH:29][CH:28]=[CH:27][CH:26]=3)[C:19]3[CH:24]=[CH:23][CH:22]=[CH:21][CH:20]=3)[CH2:15][CH2:14][C:5]=1[NH:6]2.[CH3:37][C:38]1[C:43](B2OC(C)(C)C(C)(C)O2)=[CH:42][CH:41]=[CH:40][C:39]=1[N:53]1[C:62](=[O:63])[C:61]2[C:56](=[CH:57][CH:58]=[CH:59][CH:60]=2)[N:55]=[CH:54]1.C(=O)([O-])[O-].[Na+].[Na+]. (5) Given the product [Br:1][C:2]1[C:11]2[C:6](=[CH:7][CH:8]=[CH:9][CH:10]=2)[C:5]([C:12]2[CH:13]=[CH:14][C:15]([Cl:18])=[CH:16][CH:17]=2)=[C:4]([CH:19]([O:22][Si:23]([C:26]([CH3:27])([CH3:29])[CH3:28])([CH3:24])[CH3:25])[C:20]([OH:37])=[O:21])[C:3]=1[CH3:30], predict the reactants needed to synthesize it. The reactants are: [Br:1][C:2]1[C:11]2[C:6](=[CH:7][CH:8]=[CH:9][CH:10]=2)[C:5]([C:12]2[CH:17]=[CH:16][C:15]([Cl:18])=[CH:14][CH:13]=2)=[C:4]([CH:19]([O:22][Si:23]([C:26]([CH3:29])([CH3:28])[CH3:27])([CH3:25])[CH3:24])[CH:20]=[O:21])[C:3]=1[CH3:30].CC(=CC)C.P([O-])(O)(O)=[O:37].[Na+].Cl([O-])=O.[Na+].OS([O-])(=O)=O.[Na+]. (6) Given the product [F:17][C:18]1[CH:23]=[C:22]([N+:24]([O-:26])=[O:25])[CH:21]=[CH:20][C:19]=1[O:27][C:2]1[CH:7]=[CH:6][N:5]=[C:4]2[CH:8]=[C:9]([C:11]([NH:13][N:14]([CH3:16])[CH3:15])=[O:12])[S:10][C:3]=12, predict the reactants needed to synthesize it. The reactants are: Cl[C:2]1[CH:7]=[CH:6][N:5]=[C:4]2[CH:8]=[C:9]([C:11]([NH:13][N:14]([CH3:16])[CH3:15])=[O:12])[S:10][C:3]=12.[F:17][C:18]1[CH:23]=[C:22]([N+:24]([O-:26])=[O:25])[CH:21]=[CH:20][C:19]=1[OH:27].C([O-])([O-])=O.[K+].[K+].O(C1C=CC=CC=1)C1C=CC=CC=1.